From a dataset of CYP1A2 inhibition data for predicting drug metabolism from PubChem BioAssay. Regression/Classification. Given a drug SMILES string, predict its absorption, distribution, metabolism, or excretion properties. Task type varies by dataset: regression for continuous measurements (e.g., permeability, clearance, half-life) or binary classification for categorical outcomes (e.g., BBB penetration, CYP inhibition). Dataset: cyp1a2_veith. (1) The drug is C=C(C)[C@@H]1CC=C(C(=O)O)CC1. The result is 0 (non-inhibitor). (2) The molecule is c1ccc(Nc2ncncc2-c2ccoc2)cc1. The result is 1 (inhibitor). (3) The molecule is COc1ccccc1N1CCNCC1. The result is 0 (non-inhibitor). (4) The compound is CC(C)C[C@@H](N)C(=O)Nc1ccc2ccccc2c1. The result is 1 (inhibitor). (5) The compound is CS(=O)(=O)c1ccccc1COC(=O)Nc1ccc(Cl)cc1. The result is 1 (inhibitor). (6) The molecule is NCCCNCCSP(=O)(O)O. The result is 0 (non-inhibitor). (7) The drug is COc1ccc(-n2c(-c3cnccn3)n[nH]c2=S)cc1. The result is 0 (non-inhibitor). (8) The drug is Nc1ccc(Oc2ccc3nc(-c4ccccc4)c(-c4ccc([N+](=O)[O-])cc4)nc3c2)cc1. The result is 0 (non-inhibitor). (9) The molecule is CSCC[C@@H]1NC(=O)C/C=C\[C@@H](C)COC(=O)[C@H](C)COC1=O. The result is 0 (non-inhibitor).